From a dataset of Full USPTO retrosynthesis dataset with 1.9M reactions from patents (1976-2016). Predict the reactants needed to synthesize the given product. (1) Given the product [OH:1][C:2]1[CH:24]=[CH:23][C:5]2[C:6](=[O:22])/[C:7](=[CH:9]/[C:10]3[C:18]4[C:13](=[CH:14][CH:15]=[C:16]([N+:19]([O-:21])=[O:20])[CH:17]=4)[NH:12][CH:11]=3)/[O:8][C:4]=2[C:3]=1[CH2:38][N:35]1[CH2:36][CH2:37][N:32]([C:30]([O:29][C:25]([CH3:28])([CH3:26])[CH3:27])=[O:31])[CH2:33][CH2:34]1, predict the reactants needed to synthesize it. The reactants are: [OH:1][C:2]1[CH:24]=[CH:23][C:5]2[C:6](=[O:22])/[C:7](=[CH:9]/[C:10]3[C:18]4[C:13](=[CH:14][CH:15]=[C:16]([N+:19]([O-:21])=[O:20])[CH:17]=4)[NH:12][CH:11]=3)/[O:8][C:4]=2[CH:3]=1.[C:25]([O:29][C:30]([N:32]1[CH2:37][CH2:36][NH:35][CH2:34][CH2:33]1)=[O:31])([CH3:28])([CH3:27])[CH3:26].[CH2:38]=O. (2) Given the product [Br:1][C:2]1[CH:17]=[CH:16][C:5]([O:6][C:7]2[N:8]=[CH:9][C:10]([NH2:13])=[CH:11][N:12]=2)=[CH:4][CH:3]=1, predict the reactants needed to synthesize it. The reactants are: [Br:1][C:2]1[CH:17]=[CH:16][C:5]([O:6][C:7]2[N:12]=[CH:11][C:10]([N+:13]([O-])=O)=[CH:9][N:8]=2)=[CH:4][CH:3]=1.CO. (3) Given the product [CH2:2]([N:4]([CH2:7][CH2:8][CH:9]1[CH2:18][CH2:17][C:16]2[C:11](=[CH:12][CH:13]=[C:14]([OH:19])[CH:15]=2)[CH2:10]1)[CH2:5][CH3:6])[CH3:3], predict the reactants needed to synthesize it. The reactants are: Cl.[CH2:2]([N:4]([CH2:7][CH2:8][CH:9]1[CH2:18][CH2:17][C:16]2[C:11](=[CH:12][CH:13]=[C:14]([O:19]C)[CH:15]=2)[CH2:10]1)[CH2:5][CH3:6])[CH3:3].[OH-].[Na+].C(=O)([O-])[O-].[K+].[K+]. (4) The reactants are: [I:1][C:2]1[C@H:3]([OH:12])[C@@H:4]2[O:8][C:7]([CH3:10])([CH3:9])[O:6][C@@H:5]2[CH:11]=1.N1C=CN=C1.[Si:18](Cl)([C:31]([CH3:34])([CH3:33])[CH3:32])([C:25]1[CH:30]=[CH:29][CH:28]=[CH:27][CH:26]=1)[C:19]1[CH:24]=[CH:23][CH:22]=[CH:21][CH:20]=1. Given the product [C:31]([Si:18]([O:12][C@@H:3]1[C@H:4]2[C@H:5]([O:6][C:7]([CH3:9])([CH3:10])[O:8]2)[CH:11]=[C:2]1[I:1])([C:25]1[CH:30]=[CH:29][CH:28]=[CH:27][CH:26]=1)[C:19]1[CH:20]=[CH:21][CH:22]=[CH:23][CH:24]=1)([CH3:34])([CH3:32])[CH3:33], predict the reactants needed to synthesize it. (5) Given the product [CH3:1][O:2][C:3](=[O:19])[C:4]1[CH:9]=[C:8]([O:10][C:11]2[CH:16]=[CH:15][C:14]([NH:17][CH2:20][CH2:21][CH2:22][CH2:23][CH2:24][CH3:25])=[CH:13][CH:12]=2)[CH:7]=[CH:6][C:5]=1[NH2:18], predict the reactants needed to synthesize it. The reactants are: [CH3:1][O:2][C:3](=[O:19])[C:4]1[CH:9]=[C:8]([O:10][C:11]2[CH:16]=[CH:15][C:14]([NH2:17])=[CH:13][CH:12]=2)[CH:7]=[CH:6][C:5]=1[NH2:18].[CH:20](=O)[CH2:21][CH2:22][CH2:23][CH2:24][CH3:25].C(O[BH-](OC(=O)C)OC(=O)C)(=O)C.[Na+]. (6) Given the product [CH3:1][S:2]([OH:5])(=[O:4])=[O:3].[OH:6][C:7]1[CH:30]=[C:29]([O:31][CH2:32][CH2:33][N:34]2[CH2:39][CH2:38][O:37][CH2:36][CH2:35]2)[CH:28]=[CH:27][C:8]=1[C:9]([NH:11][C:12]1[CH:20]=[C:19]([C:21]2[CH:22]=[CH:23][CH:24]=[CH:25][CH:26]=2)[CH:18]=[CH:17][C:13]=1[C:14]([OH:16])=[O:15])=[O:10], predict the reactants needed to synthesize it. The reactants are: [CH3:1][S:2]([OH:5])(=[O:4])=[O:3].[OH:6][C:7]1[CH:30]=[C:29]([O:31][CH2:32][CH2:33][N:34]2[CH2:39][CH2:38][O:37][CH2:36][CH2:35]2)[CH:28]=[CH:27][C:8]=1[C:9]([NH:11][C:12]1[CH:20]=[C:19]([C:21]2[CH:26]=[CH:25][CH:24]=[CH:23][CH:22]=2)[CH:18]=[CH:17][C:13]=1[C:14]([OH:16])=[O:15])=[O:10]. (7) Given the product [F:21][C:15]1[CH:16]=[C:17]([F:20])[CH:18]=[CH:19][C:14]=1[N:7]1[C:8]2[CH:13]=[CH:12][CH:11]=[CH:10][C:9]=2[N:5]([CH2:4][CH2:3][CH2:2][N:25]([CH3:26])[CH3:24])[S:6]1(=[O:23])=[O:22], predict the reactants needed to synthesize it. The reactants are: Br[CH2:2][CH2:3][CH2:4][N:5]1[C:9]2[CH:10]=[CH:11][CH:12]=[CH:13][C:8]=2[N:7]([C:14]2[CH:19]=[CH:18][C:17]([F:20])=[CH:16][C:15]=2[F:21])[S:6]1(=[O:23])=[O:22].[CH3:24][NH:25][CH3:26]. (8) The reactants are: [F:1][C:2]([F:14])([CH3:13])[CH2:3][CH2:4][CH2:5][CH2:6][N:7]1[CH:11]=[C:10]([NH2:12])[CH:9]=[N:8]1.[CH3:15][C:16]1[O:17][C:18]([C:24]2[CH:25]=[C:26]([CH3:30])[CH:27]=[CH:28][CH:29]=2)=[C:19]([C:21](O)=[O:22])[N:20]=1. Given the product [F:14][C:2]([F:1])([CH3:13])[CH2:3][CH2:4][CH2:5][CH2:6][N:7]1[CH:11]=[C:10]([NH:12][C:21]([C:19]2[N:20]=[C:16]([CH3:15])[O:17][C:18]=2[C:24]2[CH:25]=[C:26]([CH3:30])[CH:27]=[CH:28][CH:29]=2)=[O:22])[CH:9]=[N:8]1, predict the reactants needed to synthesize it. (9) Given the product [CH2:1]([O:3][C:4](=[O:28])[CH2:5][C:6]1[CH:11]=[CH:10][CH:9]=[C:8]([O:12][C:13]2[CH:18]=[CH:17][C:16]([C:33]3[CH:32]=[N:31][N:30]([CH3:29])[CH:34]=3)=[CH:15][C:14]=2[CH2:20][S:21][C:22]2[CH:27]=[CH:26][CH:25]=[CH:24][CH:23]=2)[CH:7]=1)[CH3:2], predict the reactants needed to synthesize it. The reactants are: [CH2:1]([O:3][C:4](=[O:28])[CH2:5][C:6]1[CH:11]=[CH:10][CH:9]=[C:8]([O:12][C:13]2[CH:18]=[CH:17][C:16](Br)=[CH:15][C:14]=2[CH2:20][S:21][C:22]2[CH:27]=[CH:26][CH:25]=[CH:24][CH:23]=2)[CH:7]=1)[CH3:2].[CH3:29][N:30]1[CH:34]=[C:33](B2OC(C)(C)C(C)(C)O2)[CH:32]=[N:31]1.C(=O)([O-])[O-].[K+].[K+].